This data is from Forward reaction prediction with 1.9M reactions from USPTO patents (1976-2016). The task is: Predict the product of the given reaction. (1) Given the reactants Br[C:2]1[CH:7]=[CH:6][C:5]([C@H:8]([NH:13][C@@H:14]([CH2:27][CH:28]([CH3:30])[CH3:29])[C:15]([N:17]2[CH2:21][C@H:20]([F:22])[C@H:19]3[O:23][CH2:24][C@H:25]([OH:26])[C@@H:18]23)=[O:16])[C:9]([F:12])([F:11])[F:10])=[CH:4][CH:3]=1.COB([C:35]1[CH:40]=[CH:39][CH:38]=[CH:37][CH:36]=1)O.[CH3:41]OC.C(O)C, predict the reaction product. The product is: [F:22][C@H:20]1[CH2:21][N:17]([C:15](=[O:16])[C@@H:14]([NH:13][C@@H:8]([C:5]2[CH:6]=[CH:7][C:2]([C:38]3[CH:39]=[CH:40][C:35]([CH3:41])=[CH:36][CH:37]=3)=[CH:3][CH:4]=2)[C:9]([F:12])([F:11])[F:10])[CH2:27][CH:28]([CH3:30])[CH3:29])[C@@H:18]2[C@@H:25]([OH:26])[CH2:24][O:23][C@H:19]12. (2) Given the reactants F[C:2]1[CH:10]=[CH:9][C:5]([C:6]([OH:8])=[O:7])=[CH:4][C:3]=1[N+:11]([O-:13])=[O:12].C([O-])([O-])=O.[K+].[K+].[C:20]1([CH3:32])[CH:25]=[CH:24][CH:23]=[CH:22][C:21]=1[N:26]1[CH2:31][CH2:30][NH:29][CH2:28][CH2:27]1, predict the reaction product. The product is: [N+:11]([C:3]1[CH:4]=[C:5]([CH:9]=[CH:10][C:2]=1[N:29]1[CH2:30][CH2:31][N:26]([C:21]2[CH:22]=[CH:23][CH:24]=[CH:25][C:20]=2[CH3:32])[CH2:27][CH2:28]1)[C:6]([OH:8])=[O:7])([O-:13])=[O:12]. (3) Given the reactants [CH2:1]([N:8]1[C:16]2[C:11](=[CH:12][C:13]([C:17]3[CH:22]=[CH:21][CH:20]=[C:19]([O:23][C:24]([F:27])([F:26])[F:25])[CH:18]=3)=[CH:14][CH:15]=2)[C:10]([C:28](=[O:41])[C:29]([N:31]([CH3:40])[CH2:32][C:33]([O:35]C(C)(C)C)=[O:34])=[O:30])=[CH:9]1)[C:2]1[CH:7]=[CH:6][CH:5]=[CH:4][CH:3]=1.FC(F)(F)C(O)=O, predict the reaction product. The product is: [CH2:1]([N:8]1[C:16]2[C:11](=[CH:12][C:13]([C:17]3[CH:22]=[CH:21][CH:20]=[C:19]([O:23][C:24]([F:25])([F:26])[F:27])[CH:18]=3)=[CH:14][CH:15]=2)[C:10]([C:28](=[O:41])[C:29]([N:31]([CH3:40])[CH2:32][C:33]([OH:35])=[O:34])=[O:30])=[CH:9]1)[C:2]1[CH:3]=[CH:4][CH:5]=[CH:6][CH:7]=1.